Dataset: Forward reaction prediction with 1.9M reactions from USPTO patents (1976-2016). Task: Predict the product of the given reaction. Given the reactants N(C(OCC)=O)=NC(OCC)=O.[C:13]([O:17][C:18]([N:20]1[CH2:24][CH2:23][CH2:22][C@H:21]1[CH2:25]O)=[O:19])([CH3:16])([CH3:15])[CH3:14].[I:27]I.C1(P(C2C=CC=CC=2)C2C=CC=CC=2)C=CC=CC=1, predict the reaction product. The product is: [C:13]([O:17][C:18]([N:20]1[CH2:24][CH2:23][CH2:22][C@H:21]1[CH2:25][I:27])=[O:19])([CH3:16])([CH3:15])[CH3:14].